This data is from Peptide-MHC class II binding affinity with 134,281 pairs from IEDB. The task is: Regression. Given a peptide amino acid sequence and an MHC pseudo amino acid sequence, predict their binding affinity value. This is MHC class II binding data. The peptide sequence is GQLQIVDKIDAAFKI. The MHC is DRB1_0701 with pseudo-sequence DRB1_0701. The binding affinity (normalized) is 0.779.